Task: Predict the reaction yield, written as a fraction of the theoretical maximum amount of product (1.0 means a 100% yield; for example, 0.34 means a 34% yield).. Dataset: Reaction yield outcomes from USPTO patents with 853,638 reactions (1) The reactants are [H-].[Na+].[F:3][C:4]([F:15])([F:14])[S:5][C:6]1[CH:13]=[CH:12][C:9]([CH2:10][OH:11])=[CH:8][CH:7]=1.[F:16][C:17]([F:28])([F:27])[S:18][C:19]1[CH:26]=[CH:25][C:22]([CH2:23]Br)=[CH:21][CH:20]=1. The catalyst is C1COCC1. The product is [F:15][C:4]([F:14])([F:3])[S:5][C:6]1[CH:13]=[CH:12][C:9]([CH2:10][O:11][CH2:23][C:22]2[CH:25]=[CH:26][C:19]([S:18][C:17]([F:28])([F:16])[F:27])=[CH:20][CH:21]=2)=[CH:8][CH:7]=1. The yield is 0.850. (2) The reactants are Br[C:2]1[C:10]2[C:5](=[CH:6][CH:7]=[C:8]([C:11]([O:13][CH2:14][CH3:15])=[O:12])[CH:9]=2)[N:4]([CH:16]2[CH2:21][CH2:20][CH2:19][CH2:18][O:17]2)[N:3]=1.[O:22]1[C:26]2[CH:27]=[CH:28][CH:29]=[CH:30][C:25]=2[CH:24]=[C:23]1B(O)O.ClCCl.P([O-])([O-])([O-])=O.[K+].[K+].[K+]. The catalyst is COCCOC. The product is [O:22]1[C:26]2[CH:27]=[CH:28][CH:29]=[CH:30][C:25]=2[CH:24]=[C:23]1[C:2]1[C:10]2[C:5](=[CH:6][CH:7]=[C:8]([C:11]([O:13][CH2:14][CH3:15])=[O:12])[CH:9]=2)[N:4]([CH:16]2[CH2:21][CH2:20][CH2:19][CH2:18][O:17]2)[N:3]=1. The yield is 0.900. (3) The yield is 0.848. The reactants are [OH:1][CH:2]([C:5]1[CH:6]=[C:7]([C:17]([NH:19][CH2:20][C:21]2[C:22](=[O:29])[NH:23][C:24]([CH3:28])=[CH:25][C:26]=2[CH3:27])=[O:18])[C:8]2[CH:13]=[N:12][N:11]([CH:14]([CH3:16])[CH3:15])[C:9]=2[N:10]=1)CO. The catalyst is C1COCC1.O. The product is [CH3:27][C:26]1[CH:25]=[C:24]([CH3:28])[NH:23][C:22](=[O:29])[C:21]=1[CH2:20][NH:19][C:17]([C:7]1[C:8]2[CH:13]=[N:12][N:11]([CH:14]([CH3:16])[CH3:15])[C:9]=2[N:10]=[C:5]([CH:2]=[O:1])[CH:6]=1)=[O:18]. (4) The reactants are [NH2:1][C:2]1[CH:11]=[CH:10][C:5]([C:6]([O:8][CH3:9])=[O:7])=[C:4]([F:12])[CH:3]=1.[Br:13][C:14]1[CH:19]=[CH:18][C:17]([S:20](Cl)(=[O:22])=[O:21])=[C:16]([CH3:24])[CH:15]=1.N1C=CC=CC=1. The catalyst is C(Cl)Cl. The product is [Br:13][C:14]1[CH:19]=[CH:18][C:17]([S:20]([NH:1][C:2]2[CH:11]=[CH:10][C:5]([C:6]([O:8][CH3:9])=[O:7])=[C:4]([F:12])[CH:3]=2)(=[O:22])=[O:21])=[C:16]([CH3:24])[CH:15]=1. The yield is 0.690. (5) The reactants are C(=O)([O-])[O-].[K+].[K+].[F:7][C:8]1[CH:9]=[C:10]([N+:15]([O-:17])=[O:16])[CH:11]=[CH:12][C:13]=1F.[NH:18]1[CH:22]=[CH:21][N:20]=[CH:19]1. The catalyst is CN(C=O)C. The product is [F:7][C:8]1[CH:9]=[C:10]([N+:15]([O-:17])=[O:16])[CH:11]=[CH:12][C:13]=1[N:18]1[CH:22]=[CH:21][N:20]=[CH:19]1. The yield is 0.740.